Dataset: Reaction yield outcomes from USPTO patents with 853,638 reactions. Task: Predict the reaction yield, written as a fraction of the theoretical maximum amount of product (1.0 means a 100% yield; for example, 0.34 means a 34% yield). (1) The reactants are [CH:1]([CH:4]([C:10]([CH3:12])=O)[C:5](OCC)=[O:6])([CH3:3])[CH3:2].Cl.[NH2:14][C:15]([NH2:17])=[NH:16].C[O-].[Na+]. The catalyst is CO. The product is [NH2:16][C:15]1[NH:17][C:10]([CH3:12])=[C:4]([CH:1]([CH3:3])[CH3:2])[C:5](=[O:6])[N:14]=1. The yield is 0.560. (2) The reactants are C(OC([NH:8][C@H:9]([C:20]([NH:22][C@@H:23]([C:25]([NH:27][CH2:28][C@@H:29]([NH:37]C(OC(C)(C)C)=O)[CH2:30][C:31]1[CH:36]=[CH:35][CH:34]=[CH:33][CH:32]=1)=[O:26])[CH3:24])=[O:21])[CH2:10][C:11]1[C:16]([CH3:17])=[CH:15][C:14]([OH:18])=[CH:13][C:12]=1[CH3:19])=O)(C)(C)C.C(O)(C(F)(F)F)=O. The catalyst is ClCCl.CO. The product is [CH3:19][C:12]1[CH:13]=[C:14]([OH:18])[CH:15]=[C:16]([CH3:17])[C:11]=1[CH2:10][C@@H:9]([C:20]([NH:22][C@@H:23]([C:25]([NH:27][CH2:28][C@@H:29]([NH2:37])[CH2:30][C:31]1[CH:36]=[CH:35][CH:34]=[CH:33][CH:32]=1)=[O:26])[CH3:24])=[O:21])[NH2:8]. The yield is 1.00. (3) The reactants are [CH2:1]([C:8]1[N:9]=[N:10][C:11](Cl)=[C:12]([CH3:15])[C:13]=1[CH3:14])[C:2]1[CH:7]=[CH:6][CH:5]=[CH:4][CH:3]=1.[CH2:17]([O:19][C:20]([CH:22]1[CH2:27][CH2:26][NH:25][CH2:24][CH2:23]1)=[O:21])[CH3:18].CCN(C(C)C)C(C)C. The catalyst is CN1C(=O)CCC1. The product is [CH2:17]([O:19][C:20]([CH:22]1[CH2:27][CH2:26][N:25]([C:11]2[N:10]=[N:9][C:8]([CH2:1][C:2]3[CH:7]=[CH:6][CH:5]=[CH:4][CH:3]=3)=[C:13]([CH3:14])[C:12]=2[CH3:15])[CH2:24][CH2:23]1)=[O:21])[CH3:18]. The yield is 0.610. (4) The reactants are C[Si]([N-][Si](C)(C)C)(C)C.[Li+].[CH2:11]([O:13][CH2:14][C@H:15]([OH:26])[C:16]([NH:18][C:19]1[CH:24]=[N:23][C:22]([CH3:25])=[CH:21][N:20]=1)=[O:17])[CH3:12].Cl[C:28]1[N:33]=[CH:32][N:31]=[C:30]2[N:34]([C:37]3[C:42]([Cl:43])=[CH:41][CH:40]=[CH:39][N:38]=3)[N:35]=[CH:36][C:29]=12. The catalyst is C1COCC1.CCOC(C)=O. The product is [Cl:43][C:42]1[C:37]([N:34]2[C:30]3[N:31]=[CH:32][N:33]=[C:28]([O:26][C@@H:15]([CH2:14][O:13][CH2:11][CH3:12])[C:16]([NH:18][C:19]4[CH:24]=[N:23][C:22]([CH3:25])=[CH:21][N:20]=4)=[O:17])[C:29]=3[CH:36]=[N:35]2)=[N:38][CH:39]=[CH:40][CH:41]=1. The yield is 0.520. (5) The reactants are Br[C:2]1[CH:3]=[C:4]2[C:10]([C:11]3[CH:16]=[CH:15][CH:14]=[CH:13][C:12]=3[O:17][CH3:18])=[CH:9][N:8]([S:19]([C:22]3[CH:27]=[CH:26][C:25]([CH3:28])=[CH:24][CH:23]=3)(=[O:21])=[O:20])[C:5]2=[N:6][CH:7]=1.[C:29]([O:33][C:34]([C:36]1[CH:37]=[C:38](B(O)O)[CH:39]=[CH:40][CH:41]=1)=[O:35])([CH3:32])([CH3:31])[CH3:30].ClCCl. The catalyst is C1C=CC(P(C2C=CC=CC=2)[C-]2C=CC=C2)=CC=1.C1C=CC(P(C2C=CC=CC=2)[C-]2C=CC=C2)=CC=1.Cl[Pd]Cl.[Fe+2].C(#N)C. The product is [C:29]([O:33][C:34](=[O:35])[C:36]1[CH:37]=[CH:38][CH:39]=[C:40]([C:2]2[CH:3]=[C:4]3[C:10]([C:11]4[CH:16]=[CH:15][CH:14]=[CH:13][C:12]=4[O:17][CH3:18])=[CH:9][N:8]([S:19]([C:22]4[CH:23]=[CH:24][C:25]([CH3:28])=[CH:26][CH:27]=4)(=[O:20])=[O:21])[C:5]3=[N:6][CH:7]=2)[CH:41]=1)([CH3:32])([CH3:30])[CH3:31]. The yield is 0.870.